Dataset: Full USPTO retrosynthesis dataset with 1.9M reactions from patents (1976-2016). Task: Predict the reactants needed to synthesize the given product. Given the product [CH2:1]([O:3][C:4](=[O:33])[CH2:5][N:6]([S:44]([N:36]([CH2:34][CH3:35])[C:37]1[CH:38]=[C:39]([CH3:43])[CH:40]=[CH:41][CH:42]=1)(=[O:45])=[O:46])[CH2:7][C:8]1[CH:13]=[CH:12][CH:11]=[C:10]([O:14][CH2:15][CH2:16][C:17]2[N:18]=[C:19]([C:23]3[CH:28]=[CH:27][C:26]([C:29]([F:30])([F:32])[F:31])=[CH:25][CH:24]=3)[O:20][C:21]=2[CH3:22])[CH:9]=1)[CH3:2], predict the reactants needed to synthesize it. The reactants are: [CH2:1]([O:3][C:4](=[O:33])[CH2:5][NH:6][CH2:7][C:8]1[CH:13]=[CH:12][CH:11]=[C:10]([O:14][CH2:15][CH2:16][C:17]2[N:18]=[C:19]([C:23]3[CH:28]=[CH:27][C:26]([C:29]([F:32])([F:31])[F:30])=[CH:25][CH:24]=3)[O:20][C:21]=2[CH3:22])[CH:9]=1)[CH3:2].[CH2:34]([N:36]([S:44](Cl)(=[O:46])=[O:45])[C:37]1[CH:38]=[C:39]([CH3:43])[CH:40]=[CH:41][CH:42]=1)[CH3:35].C(N(CC)CC)C.